From a dataset of Full USPTO retrosynthesis dataset with 1.9M reactions from patents (1976-2016). Predict the reactants needed to synthesize the given product. Given the product [CH:62]1([CH2:61][N:58]2[CH2:57][CH2:56][N:39]3[C:40]([CH2:44][C:45]4([C:50]5[CH:51]=[CH:52][CH:53]=[CH:54][CH:55]=5)[CH2:46][CH2:47][CH2:48][CH2:49]4)=[N:41][C:42](=[O:43])[C:37]([OH:36])=[C:38]3[C:59]2=[O:60])[CH2:64][CH2:63]1, predict the reactants needed to synthesize it. The reactants are: C1(N2CCN3C(CC4(C5C=CC=CC=5)CCCC4)=NC(=O)C(O)=C3C2=O)CC1.C([O:36][C:37]1[C:42](=[O:43])[N:41]=[C:40]([CH2:44][C:45]2([C:50]3[CH:55]=[CH:54][CH:53]=[CH:52][CH:51]=3)[CH2:49][CH2:48][CH2:47][CH2:46]2)[N:39]2[CH2:56][CH2:57][N:58]([CH2:61][CH:62]3[CH2:64][CH2:63]3)[C:59](=[O:60])[C:38]=12)C1C=CC=CC=1.